Predict the reaction yield, written as a fraction of the theoretical maximum amount of product (1.0 means a 100% yield; for example, 0.34 means a 34% yield). From a dataset of Reaction yield outcomes from USPTO patents with 853,638 reactions. (1) The reactants are [CH3:1][O:2][C:3]1[CH:4]=[C:5]([NH:15][C:16]([NH2:18])=[S:17])[CH:6]=[CH:7][C:8]=1[N:9]1[CH:13]=[C:12]([CH3:14])[N:11]=[CH:10]1.Br.BrC1[C:26](=O)[CH:25]([C:28]2[CH:33]=[CH:32][CH:31]=[CH:30][C:29]=2[Cl:34])[CH2:24][CH2:23][CH2:22]1.C([N:38]([CH2:42][CH3:43])C(C)C)(C)C. The catalyst is C(O)C. The product is [CH2:42]([N:38]1[CH2:26][CH:25]([C:28]2[CH:33]=[CH:32][CH:31]=[CH:30][C:29]=2[Cl:34])[C:24]2[N:18]=[C:16]([NH:15][C:5]3[CH:6]=[CH:7][C:8]([N:9]4[CH:13]=[C:12]([CH3:14])[N:11]=[CH:10]4)=[C:3]([O:2][CH3:1])[CH:4]=3)[S:17][C:23]=2[CH2:22]1)[C:43]1[CH:5]=[CH:4][CH:3]=[CH:8][CH:7]=1. The yield is 0.0300. (2) The reactants are [N:1]1[C:10]2[C:5](=[CH:6][CH:7]=[CH:8][CH:9]=2)[CH:4]=[C:3](B(O)O)[CH:2]=1.[O-]P([O-])([O-])=O.[K+].[K+].[K+].C(Cl)Cl.[CH3:25][Si:26]([CH3:63])([CH3:62])[CH2:27][CH2:28][O:29][CH2:30][N:31]([CH2:54][O:55][CH2:56][CH2:57][Si:58]([CH3:61])([CH3:60])[CH3:59])[C:32]1[N:37]2[N:38]=[CH:39][C:40](I)=[C:36]2[N:35]=[C:34]([CH:42]2[CH2:47][CH2:46][CH:45]([CH2:48][C:49]([O:51][CH2:52][CH3:53])=[O:50])[CH2:44][CH2:43]2)[CH:33]=1. The catalyst is O1CCOCC1.C1C=CC(P(C2C=CC=CC=2)[C-]2C=CC=C2)=CC=1.C1C=CC(P(C2C=CC=CC=2)[C-]2C=CC=C2)=CC=1.Cl[Pd]Cl.[Fe+2]. The product is [CH3:61][Si:58]([CH3:59])([CH3:60])[CH2:57][CH2:56][O:55][CH2:54][N:31]([CH2:30][O:29][CH2:28][CH2:27][Si:26]([CH3:63])([CH3:62])[CH3:25])[C:32]1[N:37]2[N:38]=[CH:39][C:40]([C:3]3[CH:2]=[N:1][C:10]4[C:5]([CH:4]=3)=[CH:6][CH:7]=[CH:8][CH:9]=4)=[C:36]2[N:35]=[C:34]([CH:42]2[CH2:47][CH2:46][CH:45]([CH2:48][C:49]([O:51][CH2:52][CH3:53])=[O:50])[CH2:44][CH2:43]2)[CH:33]=1. The yield is 0.590. (3) The reactants are I[C:2]1[CH:3]=[C:4]([N:8]2[C:16]3[C:11](=[CH:12][CH:13]=[CH:14][CH:15]=3)[C:10]([C:17]([NH2:19])=[O:18])=[N:9]2)[CH:5]=[CH:6][CH:7]=1.[N:20]1[CH:25]=[CH:24][CH:23]=[CH:22][C:21]=1[C@:26]([OH:30])([C:28]#[CH:29])[CH3:27]. No catalyst specified. The product is [OH:30][C@:26]([C:21]1[CH:22]=[CH:23][CH:24]=[CH:25][N:20]=1)([CH3:27])[C:28]#[C:29][C:2]1[CH:3]=[C:4]([N:8]2[C:16]3[C:11](=[CH:12][CH:13]=[CH:14][CH:15]=3)[C:10]([C:17]([NH2:19])=[O:18])=[N:9]2)[CH:5]=[CH:6][CH:7]=1. The yield is 0.100. (4) The reactants are [OH:1][C@@H:2]1[CH2:6][CH2:5][C@H:4]([NH:7][C:8](=[O:14])[O:9][C:10]([CH3:13])([CH3:12])[CH3:11])[CH2:3]1.C(N(CC)CC)C.[CH3:22][S:23](Cl)(=[O:25])=[O:24]. The catalyst is ClCCl.O. The product is [CH3:22][S:23]([O:1][C@@H:2]1[CH2:6][CH2:5][C@H:4]([NH:7][C:8](=[O:14])[O:9][C:10]([CH3:11])([CH3:13])[CH3:12])[CH2:3]1)(=[O:25])=[O:24]. The yield is 0.910. (5) The reactants are [Cl:1][C:2]1[S:6][C:5]([S:7](Cl)(=[O:9])=[O:8])=[CH:4][CH:3]=1.[CH2:11]([CH:13]([CH2:18][CH2:19][OH:20])[CH:14](C)[CH2:15][OH:16])[CH3:12].C([N:23](CC)CC)C.CCOC(C)=O.CCCCCC. The catalyst is C(Cl)Cl. The product is [Cl:1][C:2]1[S:6][C:5]([S:7]([NH:23][CH:14]([CH2:15][OH:16])[CH:13]([CH2:11][CH3:12])[CH2:18][CH2:19][OH:20])(=[O:9])=[O:8])=[CH:4][CH:3]=1. The yield is 0.0730. (6) The reactants are [CH2:1]([S:3](Cl)(=[O:5])=[O:4])[CH3:2].[Br:7][C:8]1[CH:9]=[C:10]([CH:12]=[CH:13][C:14]=1[O:15][CH2:16][CH:17]1[CH2:19][CH2:18]1)[NH2:11].N1C=CC=CC=1.Cl. The catalyst is C(Cl)Cl. The product is [Br:7][C:8]1[CH:9]=[C:10]([NH:11][S:3]([CH2:1][CH3:2])(=[O:5])=[O:4])[CH:12]=[CH:13][C:14]=1[O:15][CH2:16][CH:17]1[CH2:19][CH2:18]1. The yield is 0.980. (7) The reactants are [C:1]([C:5]1[CH:6]=[C:7]([CH:16]2[N:20]([C:21]3[CH:26]=[CH:25][C:24]([N+:27]([O-])=O)=[CH:23][CH:22]=3)[C:19](=[O:30])[CH2:18][S:17]2)[CH:8]=[C:9]([C:12]([CH3:15])([CH3:14])[CH3:13])[C:10]=1[OH:11])([CH3:4])([CH3:3])[CH3:2].C(=O)([O-])O.[Na+]. The catalyst is C(OCC)(=O)C. The product is [C:1]([C:5]1[CH:6]=[C:7]([CH:16]2[N:20]([C:21]3[CH:22]=[CH:23][C:24]([NH2:27])=[CH:25][CH:26]=3)[C:19](=[O:30])[CH2:18][S:17]2)[CH:8]=[C:9]([C:12]([CH3:15])([CH3:14])[CH3:13])[C:10]=1[OH:11])([CH3:2])([CH3:3])[CH3:4]. The yield is 0.690. (8) The reactants are [O:1]1[CH2:3][CH:2]1[C:4]1[CH:13]=[CH:12][C:7]2[O:8][CH2:9][CH2:10][O:11][C:6]=2[CH:5]=1.B(F)(F)F.CCOCC. The catalyst is C(OCC)C. The product is [O:8]1[C:7]2[CH:12]=[CH:13][C:4]([CH2:2][CH:3]=[O:1])=[CH:5][C:6]=2[O:11][CH2:10][CH2:9]1. The yield is 0.950. (9) The reactants are [Br:1][C:2]1[CH:10]=[C:9]2[C:5]([C:6]([C:11]([O:13]C)=[O:12])=[CH:7][NH:8]2)=[CH:4][C:3]=1[C:15]1[CH:20]=[CH:19][C:18]([C:21]2[CH:26]=[CH:25][CH:24]=[CH:23][C:22]=2[OH:27])=[CH:17][CH:16]=1.[OH-].[Na+].Cl.O1CCOCC1. The catalyst is CO. The product is [Br:1][C:2]1[CH:10]=[C:9]2[C:5]([C:6]([C:11]([OH:13])=[O:12])=[CH:7][NH:8]2)=[CH:4][C:3]=1[C:15]1[CH:16]=[CH:17][C:18]([C:21]2[CH:26]=[CH:25][CH:24]=[CH:23][C:22]=2[OH:27])=[CH:19][CH:20]=1. The yield is 0.0800. (10) The reactants are C(=O)([O-])[O-].[Na+].[Na+].FC(F)(F)S(O[C:13]1[CH2:18][CH2:17][N:16]([C:19]([O:21][CH2:22][C:23]2[CH:28]=[CH:27][CH:26]=[CH:25][CH:24]=2)=[O:20])[CH2:15][CH:14]=1)(=O)=O.[OH:31][C:32]1[CH:37]=[CH:36][C:35](B(O)O)=[CH:34][CH:33]=1. The catalyst is O1CCOCC1.O.C(Cl)Cl.C1C=CC(P(C2C=CC=CC=2)[C-]2C=CC=C2)=CC=1.C1C=CC(P(C2C=CC=CC=2)[C-]2C=CC=C2)=CC=1.Cl[Pd]Cl.[Fe+2]. The product is [OH:31][C:32]1[CH:37]=[CH:36][C:35]([C:13]2[CH2:18][CH2:17][N:16]([C:19]([O:21][CH2:22][C:23]3[CH:28]=[CH:27][CH:26]=[CH:25][CH:24]=3)=[O:20])[CH2:15][CH:14]=2)=[CH:34][CH:33]=1. The yield is 0.664.